From a dataset of Reaction yield outcomes from USPTO patents with 853,638 reactions. Predict the reaction yield, written as a fraction of the theoretical maximum amount of product (1.0 means a 100% yield; for example, 0.34 means a 34% yield). The reactants are [CH2:1]([OH:3])[CH3:2].[C:4]([OH:10])(=[O:9])[C:5](C)(C)C.O.[C:12]1(C)C=CC(S(O)(=O)=O)=C[CH:13]=1.C(N(CC)CC)C. The catalyst is C1(C)C=CC=CC=1. The product is [C:1]([CH2:5][C:4]([O:10][CH2:12][CH3:13])=[O:9])(=[O:3])[CH3:2]. The yield is 0.320.